This data is from Peptide-MHC class I binding affinity with 185,985 pairs from IEDB/IMGT. The task is: Regression. Given a peptide amino acid sequence and an MHC pseudo amino acid sequence, predict their binding affinity value. This is MHC class I binding data. (1) The peptide sequence is TLPELNLSL. The MHC is HLA-A02:02 with pseudo-sequence HLA-A02:02. The binding affinity (normalized) is 0.546. (2) The peptide sequence is FMLCLLLLSV. The MHC is HLA-A02:01 with pseudo-sequence HLA-A02:01. The binding affinity (normalized) is 0.537. (3) The binding affinity (normalized) is 0.0847. The peptide sequence is VPPESVEAA. The MHC is HLA-B27:05 with pseudo-sequence HLA-B27:05. (4) The peptide sequence is ILISLINSL. The MHC is HLA-A30:01 with pseudo-sequence HLA-A30:01. The binding affinity (normalized) is 0.124. (5) The peptide sequence is MLNRYKLIY. The MHC is HLA-B08:01 with pseudo-sequence HLA-B08:01. The binding affinity (normalized) is 0.213.